Dataset: Catalyst prediction with 721,799 reactions and 888 catalyst types from USPTO. Task: Predict which catalyst facilitates the given reaction. (1) Reactant: [Cl:1][C:2]1[N:7]=[C:6]([C:8]([O:10][C:11]([CH3:14])([CH3:13])[CH3:12])=[O:9])[CH:5]=[C:4](Cl)[N:3]=1.Cl.[NH2:17][C@@H:18]([CH3:23])[C:19]([O:21][CH3:22])=[O:20].CCN(C(C)C)C(C)C. Product: [Cl:1][C:2]1[N:7]=[C:6]([C:8]([O:10][C:11]([CH3:14])([CH3:13])[CH3:12])=[O:9])[CH:5]=[C:4]([NH:17][C@@H:18]([CH3:23])[C:19]([O:21][CH3:22])=[O:20])[N:3]=1. The catalyst class is: 10. (2) Reactant: [Cl:1][C:2]1[CH:7]=[CH:6][C:5]([CH:8]([CH2:14][CH3:15])[CH2:9][C:10]([O:12]C)=[O:11])=[CH:4][C:3]=1[NH:16][C:17](=[O:32])[C@H:18]([C:25]1[CH:30]=[CH:29][C:28]([Cl:31])=[CH:27][CH:26]=1)[C@@H:19]([CH3:24])[C:20]([F:23])([F:22])[F:21].S(=O)(=O)(O)O.O. Product: [Cl:1][C:2]1[CH:7]=[CH:6][C:5]([CH:8]([CH2:14][CH3:15])[CH2:9][C:10]([OH:12])=[O:11])=[CH:4][C:3]=1[NH:16][C:17](=[O:32])[C@H:18]([C:25]1[CH:30]=[CH:29][C:28]([Cl:31])=[CH:27][CH:26]=1)[C@@H:19]([CH3:24])[C:20]([F:23])([F:22])[F:21]. The catalyst class is: 15. (3) Reactant: [S:1]1(=[O:11])(=[O:10])[CH:5]=[CH:4][C:3]2[CH:6]=[CH:7][CH:8]=[CH:9][C:2]1=2.[H][H]. Product: [S:1]1(=[O:10])(=[O:11])[CH2:5][CH2:4][C:3]2[CH:6]=[CH:7][CH:8]=[CH:9][C:2]1=2. The catalyst class is: 63. (4) Reactant: [CH3:1][O:2][C:3]1[CH:4]=[C:5]([CH:9]=[CH:10][CH:11]=[C:12]2[CH2:17][CH2:16][NH:15][CH2:14][CH2:13]2)[CH:6]=[CH:7][CH:8]=1.Cl[C:19]1[C:24]([N+:25]([O-:27])=[O:26])=[CH:23][CH:22]=[C:21]([CH3:28])[N:20]=1.C(N(CC)CC)C.O. The catalyst class is: 44. Product: [CH3:1][O:2][C:3]1[CH:4]=[C:5]([CH:9]=[CH:10][CH:11]=[C:12]2[CH2:17][CH2:16][N:15]([C:19]3[C:24]([N+:25]([O-:27])=[O:26])=[CH:23][CH:22]=[C:21]([CH3:28])[N:20]=3)[CH2:14][CH2:13]2)[CH:6]=[CH:7][CH:8]=1.